Predict which catalyst facilitates the given reaction. From a dataset of Catalyst prediction with 721,799 reactions and 888 catalyst types from USPTO. (1) Reactant: O=P(Cl)(Cl)Cl.FC(F)(F)C([NH:10][C:11]1[CH:16]=[CH:15][N:14]2[N:17]=[CH:18][CH:19]=[C:13]2[CH:12]=1)=O.[OH-].[Na+].CN([CH:27]=[O:28])C. Product: [NH2:10][C:11]1[CH:16]=[CH:15][N:14]2[N:17]=[CH:18][C:19]([CH:27]=[O:28])=[C:13]2[CH:12]=1. The catalyst class is: 5. (2) Reactant: [Br:1][C:2]1[CH:3]=[C:4]2[C:9](=[CH:10][CH:11]=1)[N:8]=[C:7]([C:12]([OH:14])=[O:13])[CH:6]=[CH:5]2.CN(C(ON1N=N[C:25]2[CH:26]=CC=N[C:24]1=2)=[N+](C)C)C.F[P-](F)(F)(F)(F)F.CC(O)C.C(N(CC)C(C)C)(C)C. Product: [Br:1][C:2]1[CH:3]=[C:4]2[C:9](=[CH:10][CH:11]=1)[N:8]=[C:7]([C:12]([O:14][CH:25]([CH3:26])[CH3:24])=[O:13])[CH:6]=[CH:5]2. The catalyst class is: 39. (3) Reactant: FC(F)(F)C(O)=O.[Cl:8][C:9]1[C:10]([O:23][C:24]2[CH:29]=[CH:28][C:27]([Cl:30])=[C:26]([Cl:31])[CH:25]=2)=[CH:11][C:12]([F:22])=[C:13]([CH:21]=1)[C:14]([O:16]C(C)(C)C)=[O:15]. Product: [Cl:8][C:9]1[C:10]([O:23][C:24]2[CH:29]=[CH:28][C:27]([Cl:30])=[C:26]([Cl:31])[CH:25]=2)=[CH:11][C:12]([F:22])=[C:13]([CH:21]=1)[C:14]([OH:16])=[O:15]. The catalyst class is: 2. (4) Reactant: [F:1][C:2]1[CH:7]=[C:6]([CH3:8])[CH:5]=[CH:4][C:3]=1[N:9]1[C:13]2[CH:14]=[CH:15][CH:16]=[CH:17][C:12]=2[NH:11][S:10]1(=[O:19])=[O:18].C(=O)([O-])[O-].[Cs+].[Cs+].[Cl:26][CH2:27]/[CH:28]=[CH:29]\[CH2:30]Cl. Product: [Cl:26][CH2:27]/[CH:28]=[CH:29]\[CH2:30][N:11]1[C:12]2[CH:17]=[CH:16][CH:15]=[CH:14][C:13]=2[N:9]([C:3]2[CH:4]=[CH:5][C:6]([CH3:8])=[CH:7][C:2]=2[F:1])[S:10]1(=[O:19])=[O:18]. The catalyst class is: 483. (5) Reactant: O1CCCC1.[C:6]([C:11]1[CH:16]=[CH:15][CH:14]=[CH:13][CH:12]=1)(=[O:10])[CH2:7][CH2:8][CH3:9].CCCCCC.[Br:23]Br. Product: [C:11]1([C:6](=[O:10])[CH:7]([Br:23])[CH2:8][CH3:9])[CH:16]=[CH:15][CH:14]=[CH:13][CH:12]=1. The catalyst class is: 84. (6) Reactant: [NH2:1][C:2]1[CH:7]=[CH:6][C:5]([C:8]2[N:13]=[C:12]([C:14]([O:16][CH3:17])=[O:15])[CH:11]=[C:10]([N:18]3[CH2:23][CH2:22][O:21][CH2:20][C@@H:19]3[CH3:24])[N:9]=2)=[CH:4][CH:3]=1.C(=O)(O)[O-].[Na+].[C:30]1([O:36][C:37](Cl)=[O:38])[CH:35]=[CH:34][CH:33]=[CH:32][CH:31]=1. Product: [CH3:24][C@H:19]1[CH2:20][O:21][CH2:22][CH2:23][N:18]1[C:10]1[N:9]=[C:8]([C:5]2[CH:4]=[CH:3][C:2]([NH:1][C:37]([O:36][C:30]3[CH:35]=[CH:34][CH:33]=[CH:32][CH:31]=3)=[O:38])=[CH:7][CH:6]=2)[N:13]=[C:12]([C:14]([O:16][CH3:17])=[O:15])[CH:11]=1. The catalyst class is: 12.